This data is from hERG potassium channel inhibition data for cardiac toxicity prediction from Karim et al.. The task is: Regression/Classification. Given a drug SMILES string, predict its toxicity properties. Task type varies by dataset: regression for continuous values (e.g., LD50, hERG inhibition percentage) or binary classification for toxic/non-toxic outcomes (e.g., AMES mutagenicity, cardiotoxicity, hepatotoxicity). Dataset: herg_karim. (1) The drug is COCCC(C(=O)O)[C@@H]1c2ccccc2C[C@H]1NC(=O)c1cc2sc(Cl)c(Cl)c2[nH]1. The result is 0 (non-blocker). (2) The molecule is O=C1COc2ccccc2N1CCCN1CCC(n2c(=O)[nH]c3ccc(F)cc32)CC1. The result is 1 (blocker). (3) The compound is O=S(=O)(c1ccccc1)C1CCN(CCc2ccccc2)CC1. The result is 1 (blocker). (4) The result is 1 (blocker). The drug is Cn1ccc(C2CCNCC2C(=O)N(Cc2cc(CCCC#N)cc(Cl)c2Cl)C2CC2)cc1=O. (5) The compound is COc1ncc(-c2ccccc2C(F)(F)CNC(=O)c2ccc(COCC(F)(F)F)nc2)cn1. The result is 0 (non-blocker). (6) The compound is O=c1ccc(OCCCN2CCCCC2)nn1-c1ccc(Cl)c(Cl)c1. The result is 1 (blocker). (7) The compound is CN(CCc1ccc(Cl)c(Cl)c1)C[C@H](O)COc1ccc(NS(C)(=O)=O)cc1. The result is 1 (blocker). (8) The molecule is Cc1nc2ccccc2c(=O)n1-c1ccc(OC2CCN(C3CCC3)CC2)cc1. The result is 0 (non-blocker).